This data is from Catalyst prediction with 721,799 reactions and 888 catalyst types from USPTO. The task is: Predict which catalyst facilitates the given reaction. (1) Reactant: [C:1]([N:5]([C:14]1[CH:28]=[CH:27][C:17]([C:18]([NH:20][C:21]2[CH:26]=[CH:25][CH:24]=[CH:23][N:22]=2)=[O:19])=[CH:16][CH:15]=1)[O:6][Si](C(C)(C)C)(C)C)([CH3:4])([CH3:3])[CH3:2].[F-].C([N+](CCCC)(CCCC)CCCC)CCC.O.C([O-])(O)=O.[Na+]. Product: [C:1]([N:5]([C:14]1[CH:28]=[CH:27][C:17]([C:18]([NH:20][C:21]2[CH:26]=[CH:25][CH:24]=[CH:23][N:22]=2)=[O:19])=[CH:16][CH:15]=1)[OH:6])([CH3:4])([CH3:2])[CH3:3]. The catalyst class is: 56. (2) Reactant: [C:1]([O:4][CH2:5][CH:6]([N:12]([CH3:21])[CH2:13][C:14]([O:16]C(C)(C)C)=[O:15])[CH2:7][O:8][C:9](=[O:11])[CH3:10])(=[O:3])[CH3:2].C(O)(C(F)(F)F)=O. Product: [C:1]([O:4][CH2:5][CH:6]([N:12]([CH3:21])[CH2:13][C:14]([OH:16])=[O:15])[CH2:7][O:8][C:9](=[O:11])[CH3:10])(=[O:3])[CH3:2]. The catalyst class is: 4. (3) Reactant: C(OC(=O)[NH:7][C@@H:8]1[CH2:12][CH2:11][CH2:10][C@H:9]1[C:13]([NH:15][NH:16][C:17]([C@@H:19]1[CH2:25][CH2:24][C@@H:23]2[CH2:26][N:20]1[C:21](=[O:32])[N:22]2[O:27][S:28]([OH:31])(=[O:30])=[O:29])=[O:18])=[O:14])(C)(C)C.[C:34]([OH:40])([C:36]([F:39])([F:38])[F:37])=[O:35]. Product: [F:37][C:36]([F:39])([F:38])[C:34]([OH:40])=[O:35].[NH2:7][C@@H:8]1[CH2:12][CH2:11][CH2:10][C@H:9]1[C:13]([NH:15][NH:16][C:17]([C@@H:19]1[CH2:25][CH2:24][C@@H:23]2[CH2:26][N:20]1[C:21](=[O:32])[N:22]2[O:27][S:28]([OH:31])(=[O:30])=[O:29])=[O:18])=[O:14]. The catalyst class is: 158. (4) Reactant: C[N:2]([CH3:24])/[C:3](/[CH3:23])=[CH:4]/[C:5](=[C:18]([C:21]#[N:22])C#N)[N:6]1[CH2:11][CH2:10][N:9]([C:12]2[CH:17]=[CH:16][CH:15]=[CH:14][CH:13]=2)[CH2:8][CH2:7]1.[OH2:25]. Product: [CH3:23][C:3]1[NH:2][C:24](=[O:25])[C:18]([C:21]#[N:22])=[C:5]([N:6]2[CH2:11][CH2:10][N:9]([C:12]3[CH:17]=[CH:16][CH:15]=[CH:14][CH:13]=3)[CH2:8][CH2:7]2)[CH:4]=1. The catalyst class is: 86. (5) Product: [CH2:17]([NH:19][C:20](=[O:34])[NH:21][C:22]1[S:26][C:25]2[CH:27]=[CH:28][CH:29]=[CH:30][C:24]=2[C:23]=1[C:31]([N:9]1[CH2:8][CH2:7][C:6]2([N:5]=[C:4]([CH2:12][NH:13][C:14](=[O:16])[CH3:15])[NH:3][C:2]2=[O:1])[CH2:11][CH2:10]1)=[O:32])[CH3:18]. Reactant: [O:1]=[C:2]1[C:6]2([CH2:11][CH2:10][NH:9][CH2:8][CH2:7]2)[N:5]=[C:4]([CH2:12][NH:13][C:14](=[O:16])[CH3:15])[NH:3]1.[CH2:17]([NH:19][C:20](=[O:34])[NH:21][C:22]1[S:26][C:25]2[CH:27]=[CH:28][CH:29]=[CH:30][C:24]=2[C:23]=1[C:31](O)=[O:32])[CH3:18].C(Cl)CCl.C1C=CC2N(O)N=NC=2C=1.C(N(CC)CC)C. The catalyst class is: 3. (6) Reactant: [C:1]1([CH3:46])[CH:6]=[CH:5][C:4]([S:7][CH2:8][CH:9]([CH2:37][S:38][C:39]2[CH:44]=[CH:43][C:42]([CH3:45])=[CH:41][CH:40]=2)[C:10]([C:12]2[CH:36]=[CH:35][C:15]([C:16]([NH:18][CH:19]([CH2:27][C:28]([O:30]C(C)(C)C)=[O:29])[C:20]([O:22]C(C)(C)C)=[O:21])=[O:17])=[CH:14][CH:13]=2)=[O:11])=[CH:3][CH:2]=1.FC(F)(F)C(O)=O. Product: [C:1]1([CH3:46])[CH:2]=[CH:3][C:4]([S:7][CH2:8][CH:9]([CH2:37][S:38][C:39]2[CH:40]=[CH:41][C:42]([CH3:45])=[CH:43][CH:44]=2)[C:10]([C:12]2[CH:36]=[CH:35][C:15]([C:16]([NH:18][CH:19]([CH2:27][C:28]([OH:30])=[O:29])[C:20]([OH:22])=[O:21])=[O:17])=[CH:14][CH:13]=2)=[O:11])=[CH:5][CH:6]=1. The catalyst class is: 4. (7) Reactant: [CH2:1]1[C:10]2[C:5](=[CH:6][CH:7]=[CH:8][CH:9]=2)[CH2:4][CH2:3][N:2]1[CH2:11][CH:12]([OH:28])[CH2:13][NH:14][C:15](=[O:27])[C:16]1[CH:21]=[CH:20][CH:19]=[C:18]([CH:22]2[CH2:26][CH2:25][CH2:24][NH:23]2)[CH:17]=1.C=O.[CH3:31]C(O)=O.[BH3-]C#N.[Na+]. Product: [CH2:1]1[C:10]2[C:5](=[CH:6][CH:7]=[CH:8][CH:9]=2)[CH2:4][CH2:3][N:2]1[CH2:11][CH:12]([OH:28])[CH2:13][NH:14][C:15](=[O:27])[C:16]1[CH:21]=[CH:20][CH:19]=[C:18]([CH:22]2[CH2:26][CH2:25][CH2:24][N:23]2[CH3:31])[CH:17]=1. The catalyst class is: 5. (8) Reactant: [NH2:1][C:2]1[N:7]=[C:6]([Cl:8])[C:5]([NH:9][CH:10]=[O:11])=[C:4](Cl)[N:3]=1.[NH2:13][C@@H:14]1[CH2:18][C@H:17]([CH2:19][OH:20])[CH:16]=[CH:15]1.C(N(CC)CC)C. Product: [NH2:1][C:2]1[N:3]=[C:4]([NH:13][C@@H:14]2[CH2:18][C@H:17]([CH2:19][OH:20])[CH:16]=[CH:15]2)[C:5]([NH:9][CH:10]=[O:11])=[C:6]([Cl:8])[N:7]=1. The catalyst class is: 8. (9) Reactant: [C:1]([C:3]1[C:4]2[C@H:16]3[CH2:17][C@H:15]3[CH:14]([O:18]COC)[C:5]=2[N:6]([CH2:8][C:9]([O:11][CH2:12][CH3:13])=[O:10])[N:7]=1)#[N:2].O.C(O)(=O)C. Product: [C:1]([C:3]1[C:4]2[C@H:16]3[CH2:17][C@H:15]3[CH:14]([OH:18])[C:5]=2[N:6]([CH2:8][C:9]([O:11][CH2:12][CH3:13])=[O:10])[N:7]=1)#[N:2]. The catalyst class is: 10. (10) Product: [Br:12][CH:2]([CH3:1])[C:3]([C:5]1[CH:6]=[CH:7][C:8]([Cl:11])=[CH:9][CH:10]=1)=[O:4]. The catalyst class is: 15. Reactant: [CH3:1][CH2:2][C:3]([C:5]1[CH:10]=[CH:9][C:8]([Cl:11])=[CH:7][CH:6]=1)=[O:4].[BrH:12].BrBr.